Dataset: hERG Central: cardiac toxicity at 1µM, 10µM, and general inhibition. Task: Predict hERG channel inhibition at various concentrations. (1) The molecule is COc1ccc(NC(=O)CN2CCN(CC(=O)Nc3ccccc3Cl)CC2)c(OC)c1. Results: hERG_inhib (hERG inhibition (general)): blocker. (2) The drug is CCN1CCCC1Cn1cnc2c([nH]c3cc(OC)ccc32)c1=O. Results: hERG_inhib (hERG inhibition (general)): blocker. (3) The molecule is O=C(COC(=O)c1cc([N+](=O)[O-])ccc1N1CCOCC1)c1ccc(F)cc1. Results: hERG_inhib (hERG inhibition (general)): blocker. (4) The drug is CCCn1c(=O)n(C)c(=O)c2c(SCC(=O)NCC(c3ccccc3)N(C)C)nc(CC(C)C)nc21. Results: hERG_inhib (hERG inhibition (general)): blocker. (5) The molecule is COc1cc(C(CCN2CCCCC2)c2c(OC)cc(OC)c3c(-c4ccccc4)cc(=O)oc23)cc(OC)c1OC. Results: hERG_inhib (hERG inhibition (general)): blocker. (6) The molecule is COc1cccc(NC(=O)Cn2c(=O)n(CCC(=O)NC3CCN(Cc4ccccc4)CC3)c(=O)c3ccccc32)c1. Results: hERG_inhib (hERG inhibition (general)): blocker.